This data is from Forward reaction prediction with 1.9M reactions from USPTO patents (1976-2016). The task is: Predict the product of the given reaction. Given the reactants C([O:8][CH2:9][C:10]([O:12][C:13]1[C:18]([N+:19]([O-])=O)=[CH:17][C:16]([O:22][CH3:23])=[C:15]([O:24][CH3:25])[C:14]=1[O:26][CH3:27])=O)C1C=CC=CC=1, predict the reaction product. The product is: [OH:8][CH2:9][C:10]1[O:12][C:13]2[C:14]([O:26][CH3:27])=[C:15]([O:24][CH3:25])[C:16]([O:22][CH3:23])=[CH:17][C:18]=2[N:19]=1.